From a dataset of Full USPTO retrosynthesis dataset with 1.9M reactions from patents (1976-2016). Predict the reactants needed to synthesize the given product. (1) Given the product [CH:23]1([NH:22][C:21](=[O:29])[CH:16]([N:15]2[C:10]3[CH:11]=[CH:12][CH:13]=[CH:14][C:9]=3[N:8]=[C:30]2[C:31]2[CH:32]=[CH:33][C:34]([Cl:37])=[CH:35][CH:36]=2)[CH2:17][CH:18]([CH3:20])[CH3:19])[CH2:24][CH2:25][CH2:26][CH2:27][CH2:28]1, predict the reactants needed to synthesize it. The reactants are: Cl.C(OC(=O)[NH:8][C:9]1[CH:14]=[CH:13][CH:12]=[CH:11][C:10]=1[N:15]([C:30](=O)[C:31]1[CH:36]=[CH:35][C:34]([Cl:37])=[CH:33][CH:32]=1)[CH:16]([C:21](=[O:29])[NH:22][CH:23]1[CH2:28][CH2:27][CH2:26][CH2:25][CH2:24]1)[CH2:17][CH:18]([CH3:20])[CH3:19])(C)(C)C. (2) Given the product [C:33]([O:32][C:30]([NH:4][C@H:3]([C@@H:5]([C@@H:7]([CH2:9][CH2:10][CH2:11][CH2:12][CH2:13][CH2:14][CH2:15][CH2:16][CH2:17][CH2:18][CH2:19][CH2:20][CH2:21][CH3:22])[OH:8])[OH:6])[CH2:2][OH:1])=[O:31])([CH3:36])([CH3:35])[CH3:34], predict the reactants needed to synthesize it. The reactants are: [OH:1][CH2:2][C@@H:3]([C@@H:5]([C@@H:7]([CH2:9][CH2:10][CH2:11][CH2:12][CH2:13][CH2:14][CH2:15][CH2:16][CH2:17][CH2:18][CH2:19][CH2:20][CH2:21][CH3:22])[OH:8])[OH:6])[NH2:4].C(N(CC)CC)C.[C:30](O[C:30]([O:32][C:33]([CH3:36])([CH3:35])[CH3:34])=[O:31])([O:32][C:33]([CH3:36])([CH3:35])[CH3:34])=[O:31]. (3) Given the product [CH3:19][N:18]([CH3:20])[CH2:17][CH2:16][NH:15][C:10]1[CH:9]=[C:8]([C:7]2[CH:6]=[CH:5][N:4]=[C:3]([NH2:21])[C:2]=2[NH2:1])[CH:13]=[C:12]([F:14])[CH:11]=1, predict the reactants needed to synthesize it. The reactants are: [NH2:1][C:2]1[C:3]([N+:21]([O-])=O)=[N:4][CH:5]=[CH:6][C:7]=1[C:8]1[CH:9]=[C:10]([NH:15][CH2:16][CH2:17][N:18]([CH3:20])[CH3:19])[CH:11]=[C:12]([F:14])[CH:13]=1. (4) Given the product [NH2:46][C:41]1[CH:40]=[CH:39][CH:38]=[C:37]2[C:42]=1[CH:43]=[CH:44][CH:45]=[C:36]2[C:15]1[C:14]2[C:13]3[C:21](=[CH:22][C:10]([C:8]([N:5]4[CH2:4][CH2:3][N:2]([CH3:1])[CH2:7][CH2:6]4)=[O:9])=[CH:11][CH:12]=3)[NH:20][C:19]=2[C:18]([C:23]([NH2:25])=[O:24])=[CH:17][CH:16]=1, predict the reactants needed to synthesize it. The reactants are: [CH3:1][N:2]1[CH2:7][CH2:6][N:5]([C:8]([C:10]2[CH:22]=[C:21]3[C:13]([C:14]4[C:15](B5OC(C)(C)C(C)(C)O5)=[CH:16][CH:17]=[C:18]([C:23]([NH2:25])=[O:24])[C:19]=4[NH:20]3)=[CH:12][CH:11]=2)=[O:9])[CH2:4][CH2:3]1.Br[C:36]1[CH:45]=[CH:44][CH:43]=[C:42]2[C:37]=1[CH:38]=[CH:39][CH:40]=[C:41]2[NH2:46].C(=O)([O-])[O-].[K+].[K+]. (5) The reactants are: [NH:1]1[CH2:5][CH2:4][C:3]([C:6]2[CH:11]=[CH:10][C:9]([OH:12])=[CH:8][CH:7]=2)=[N:2]1.[CH3:13][O:14][C:15]1[CH:20]=[CH:19][CH:18]=[CH:17][C:16]=1[CH2:21][C:22](O)=[O:23]. Given the product [OH:12][C:9]1[CH:10]=[CH:11][C:6]([C:3]2[CH2:4][CH2:5][N:1]([C:22](=[O:23])[CH2:21][C:16]3[CH:17]=[CH:18][CH:19]=[CH:20][C:15]=3[O:14][CH3:13])[N:2]=2)=[CH:7][CH:8]=1, predict the reactants needed to synthesize it. (6) Given the product [Cl:1][C:2]1[CH:10]=[CH:9][C:8]([N+:11]([O-:13])=[O:12])=[CH:7][C:3]=1[C:4]([OH:6])=[O:5], predict the reactants needed to synthesize it. The reactants are: [Cl:1][C:2]1[CH:10]=[CH:9][CH:8]=[CH:7][C:3]=1[C:4]([OH:6])=[O:5].[N+:11]([O-])([OH:13])=[O:12].OS(O)(=O)=O. (7) Given the product [C:1]([N:4]1[CH2:5][CH2:6][N:7]([C:10]2[N:15]=[C:14]([O:16][CH2:17][CH3:18])[C:13]([NH:19][C:20]([C:22]3[C:26]4[C:27](=[O:43])[N:28]([CH2:31][CH2:32][CH2:33][CH2:34][OH:35])[CH2:29][CH2:30][C:25]=4[O:24][CH:23]=3)=[O:21])=[CH:12][CH:11]=2)[CH2:8][CH2:9]1)(=[O:3])[CH3:2], predict the reactants needed to synthesize it. The reactants are: [C:1]([N:4]1[CH2:9][CH2:8][N:7]([C:10]2[N:15]=[C:14]([O:16][CH2:17][CH3:18])[C:13]([NH:19][C:20]([C:22]3[C:26]4[C:27](=[O:43])[N:28]([CH2:31][CH2:32][CH2:33][CH2:34][O:35]CC5C=CC=CC=5)[CH2:29][CH2:30][C:25]=4[O:24][CH:23]=3)=[O:21])=[CH:12][CH:11]=2)[CH2:6][CH2:5]1)(=[O:3])[CH3:2].C(N1CCN(C2N=C(OCC)C(NC(C3C4C(=O)N(CCOCC5C=CC=CC=5)CCC=4OC=3)=O)=CC=2)CC1)(=O)C. (8) Given the product [Cl:1][C:2]1[CH:7]=[CH:6][C:5]([CH2:8][CH2:9][CH2:10][C:11]2[O:20][N:22]=[C:13]([C:14]([O:16][CH2:17][CH3:18])=[O:15])[CH:12]=2)=[CH:4][CH:3]=1, predict the reactants needed to synthesize it. The reactants are: [Cl:1][C:2]1[CH:7]=[CH:6][C:5]([CH2:8][CH2:9][CH2:10][C:11](=[O:20])[CH2:12][C:13](=O)[C:14]([O:16][CH2:17][CH3:18])=[O:15])=[CH:4][CH:3]=1.Cl.[NH2:22]O.